This data is from NCI-60 drug combinations with 297,098 pairs across 59 cell lines. The task is: Regression. Given two drug SMILES strings and cell line genomic features, predict the synergy score measuring deviation from expected non-interaction effect. Drug 1: CN(C)C1=NC(=NC(=N1)N(C)C)N(C)C. Drug 2: CC1=C(C(=CC=C1)Cl)NC(=O)C2=CN=C(S2)NC3=CC(=NC(=N3)C)N4CCN(CC4)CCO. Cell line: HCT116. Synergy scores: CSS=15.3, Synergy_ZIP=-1.78, Synergy_Bliss=-3.01, Synergy_Loewe=-30.5, Synergy_HSA=0.327.